Dataset: Forward reaction prediction with 1.9M reactions from USPTO patents (1976-2016). Task: Predict the product of the given reaction. Given the reactants [CH3:1][O:2][C:3]1[CH:4]=[C:5]([CH:8]=[CH:9][C:10]=1[O:11][CH3:12])[CH:6]=O.[CH3:13][O:14][CH:15]([O:18][CH3:19])[CH2:16][NH2:17], predict the reaction product. The product is: [CH3:1][O:2][C:3]1[CH:4]=[C:5]([CH:8]=[CH:9][C:10]=1[O:11][CH3:12])[CH:6]=[N:17][CH2:16][CH:15]([O:18][CH3:19])[O:14][CH3:13].